The task is: Predict the reaction yield, written as a fraction of the theoretical maximum amount of product (1.0 means a 100% yield; for example, 0.34 means a 34% yield).. This data is from Reaction yield outcomes from USPTO patents with 853,638 reactions. The reactants are [CH:1]([O:5][C:6]1[CH:11]=[CH:10][CH:9]=[CH:8][C:7]=1[NH2:12])([CH2:3][CH3:4])[CH3:2].Cl[C:14]1[C:15]2[C:22]([CH2:23][CH3:24])=[CH:21][S:20][C:16]=2[N:17]=[CH:18][N:19]=1.[OH-].[NH4+].O. The catalyst is CC(O)C. The product is [CH:1]([O:5][C:6]1[CH:11]=[CH:10][CH:9]=[CH:8][C:7]=1[NH:12][C:14]1[C:15]2[C:22]([CH2:23][CH3:24])=[CH:21][S:20][C:16]=2[N:17]=[CH:18][N:19]=1)([CH2:3][CH3:4])[CH3:2]. The yield is 0.410.